From a dataset of Catalyst prediction with 721,799 reactions and 888 catalyst types from USPTO. Predict which catalyst facilitates the given reaction. (1) Reactant: CC1C2C(=C(B3OC(C)(C)C(C)(C)O3)C=CC=2)NC=1.[OH:20][CH2:21][C:22]1[C:35]2[C:26](=[CH:27][C:28]3[C:33]([CH:34]=2)=[C:32]([CH2:36][OH:37])[CH:31]=[CH:30][CH:29]=3)[CH:25]=[CH:24][CH:23]=1. Product: [C:22]1([CH:21]=[O:20])[C:35]2[C:26](=[CH:27][C:28]3[C:33]([CH:34]=2)=[C:32]([CH:36]=[O:37])[CH:31]=[CH:30][CH:29]=3)[CH:25]=[CH:24][CH:23]=1. The catalyst class is: 704. (2) Reactant: ClCCCC(=O)C.[C-]#N.[Na+].C(N)C1C=CC=CC=1.C(O)(=O)C.[OH-].[Na+].[CH2:25]([NH:32][C:33]([C:39]#[N:40])([CH2:35][CH2:36][CH2:37]Cl)[CH3:34])[C:26]1[CH:31]=[CH:30][CH:29]=[CH:28][CH:27]=1. Product: [CH2:25]([N:32]1[CH2:37][CH2:36][CH2:35][C:33]1([C:39]#[N:40])[CH3:34])[C:26]1[CH:31]=[CH:30][CH:29]=[CH:28][CH:27]=1. The catalyst class is: 84. (3) Reactant: [C:1]([C:3]1[CH:4]=[C:5]([CH:20]=[CH:21][C:22]=1[F:23])[CH2:6][N:7]1[CH2:12][CH2:11][N:10]([C:13]([O:15][C:16](C)(C)[CH3:17])=[O:14])[CH2:9][CH2:8]1)#[N:2].CCN(CC)CC.ClC(OCC)=O. Product: [C:1]([C:3]1[CH:4]=[C:5]([CH:20]=[CH:21][C:22]=1[F:23])[CH2:6][N:7]1[CH2:12][CH2:11][N:10]([C:13]([O:15][CH2:16][CH3:17])=[O:14])[CH2:9][CH2:8]1)#[N:2]. The catalyst class is: 157. (4) Reactant: [F:1][C:2]1[CH:7]=[CH:6][C:5]([C:8]2[C:18]([C:19]3[CH:24]=[CH:23][N:22]=[CH:21][N:20]=3)=[C:11]3[CH:12]=[CH:13][CH:14]=[C:15]([S:16][CH3:17])[N:10]3[N:9]=2)=[CH:4][CH:3]=1.ClC1C=CC=[C:28]([C:32]([O:34]O)=[O:33])C=1. Product: [C:32]([O-:34])(=[O:33])[CH3:28].[F:1][C:2]1[CH:3]=[CH:4][C:5]([C:8]2[C:18]([C:19]3[CH:24]=[CH:23][N:22]=[CH:21][N:20]=3)=[C:11]3[CH:12]=[CH:13][CH:14]=[C:15]([S:16]([CH3:17])=[O:33])[N:10]3[N:9]=2)=[CH:6][CH:7]=1. The catalyst class is: 22. (5) Reactant: C(N(CC)CC)C.[NH2:8][C:9]1[C:14]2[NH:15][C:16]([C:18]3[C:19](=[O:34])[NH:20][CH:21]=[CH:22][C:23]=3[NH:24][CH2:25][C@@H:26]([OH:33])[C:27]3[CH:32]=[CH:31][CH:30]=[CH:29][CH:28]=3)=[N:17][C:13]=2[CH:12]=[CH:11][CH:10]=1.[C:35]1([CH2:41][C:42](Cl)=[O:43])[CH:40]=[CH:39][CH:38]=[CH:37][CH:36]=1.N. Product: [OH:33][C@@H:26]([C:27]1[CH:28]=[CH:29][CH:30]=[CH:31][CH:32]=1)[CH2:25][NH:24][C:23]1[CH:22]=[CH:21][NH:20][C:19](=[O:34])[C:18]=1[C:16]1[NH:15][C:14]2[C:9]([NH:8][C:42](=[O:43])[CH2:41][C:35]3[CH:40]=[CH:39][CH:38]=[CH:37][CH:36]=3)=[CH:10][CH:11]=[CH:12][C:13]=2[N:17]=1. The catalyst class is: 1.